From a dataset of Forward reaction prediction with 1.9M reactions from USPTO patents (1976-2016). Predict the product of the given reaction. (1) Given the reactants CS([C:5]1[N:6]=[CH:7][C:8]2[CH:14]=[CH:13][C:12](=[O:15])[NH:11][C:9]=2[N:10]=1)(=O)=O.[C:16]1([N:26]2[CH2:31][CH2:30][N:29]([CH2:32][CH2:33][CH2:34][CH2:35][OH:36])[CH2:28][CH2:27]2)[C:25]2[C:20](=[CH:21][CH:22]=[CH:23][CH:24]=2)[CH:19]=[CH:18][CH:17]=1, predict the reaction product. The product is: [C:16]1([N:26]2[CH2:27][CH2:28][N:29]([CH2:32][CH2:33][CH2:34][CH2:35][O:36][C:5]3[N:6]=[CH:7][C:8]4[CH:14]=[CH:13][C:12](=[O:15])[NH:11][C:9]=4[N:10]=3)[CH2:30][CH2:31]2)[C:25]2[C:20](=[CH:21][CH:22]=[CH:23][CH:24]=2)[CH:19]=[CH:18][CH:17]=1. (2) Given the reactants Cl[C:2]1[CH:7]=[C:6]([O:8][CH3:9])[N:5]=[CH:4][N:3]=1.[Cl:10][C:11]1[CH:12]=[C:13]2[C:17](=[C:18](B3OC(C)(C)C(C)(C)O3)[CH:19]=1)[N:16]([CH2:29][CH2:30][O:31][CH3:32])[N:15]=[CH:14]2.C([O-])([O-])=O.[Na+].[Na+].COCCOC, predict the reaction product. The product is: [Cl:10][C:11]1[CH:12]=[C:13]2[C:17](=[C:18]([C:2]3[CH:7]=[C:6]([O:8][CH3:9])[N:5]=[CH:4][N:3]=3)[CH:19]=1)[N:16]([CH2:29][CH2:30][O:31][CH3:32])[N:15]=[CH:14]2. (3) The product is: [OH:1][C@:2]1([CH2:9][NH:10][C:11]([C:13]2[C:14]3[CH:15]=[CH:16][C:17]([N:38]4[CH2:39][CH2:40][C@H:36]([N:35]([CH3:41])[CH3:34])[CH2:37]4)=[N:18][C:19]=3[CH:20]=[CH:21][C:22]=2[Cl:23])=[O:12])[CH2:7][CH2:6][CH2:5][C@@H:4]([CH3:8])[CH2:3]1. Given the reactants [OH:1][C@:2]1([CH2:9][NH:10][C:11]([C:13]2[C:14]3[CH:15]=[CH:16][C:17](Cl)=[N:18][C:19]=3[CH:20]=[CH:21][C:22]=2[Cl:23])=[O:12])[CH2:7][CH2:6][CH2:5][C@@H:4]([CH3:8])[CH2:3]1.CCN(C(C)C)C(C)C.[CH3:34][N:35]([CH3:41])[C@H:36]1[CH2:40][CH2:39][NH:38][CH2:37]1, predict the reaction product. (4) Given the reactants [OH:1][CH2:2][C@@H:3]1[CH2:5][C@H:4]1[C:6]#[C:7][C:8]#[C:9][C:10]1[CH:18]=[CH:17][C:13]([C:14]([OH:16])=O)=[CH:12][CH:11]=1.CN(C([O:26]N1N=NC2C=CC=NC1=2)=[N+](C)C)C.F[P-](F)(F)(F)(F)F.[CH3:43][O:44][C:45](=[O:59])[C@@H:46]([NH2:58])[C:47]([NH:50][C:51]([O:53][C:54]([CH3:57])([CH3:56])[CH3:55])=[O:52])([CH3:49])[CH3:48].CCN([CH:66]([CH3:68])C)C(C)C, predict the reaction product. The product is: [CH3:43][O:44][C:45](=[O:59])[C@@H:46]([NH:58][C:14](=[O:16])[C:13]1[CH:12]=[CH:11][C:10]([C:9]#[C:8][C:7]#[C:6][C@@H:4]2[CH2:5][C@H:3]2[CH2:2][O:1][C:66](=[O:26])[CH3:68])=[CH:18][CH:17]=1)[C:47]([NH:50][C:51]([O:53][C:54]([CH3:57])([CH3:56])[CH3:55])=[O:52])([CH3:49])[CH3:48].